This data is from Full USPTO retrosynthesis dataset with 1.9M reactions from patents (1976-2016). The task is: Predict the reactants needed to synthesize the given product. (1) Given the product [NH2:6][C:8]1[C:9]2[C:16]([I:17])=[CH:15][N:14]([C@H:18]3[CH2:22][CH2:21][N:20]([C:23]([O:25][C:26]([CH3:29])([CH3:28])[CH3:27])=[O:24])[CH2:19]3)[C:10]=2[N:11]=[CH:12][N:13]=1, predict the reactants needed to synthesize it. The reactants are: O1CCCC1.[NH3:6].Cl[C:8]1[C:9]2[C:16]([I:17])=[CH:15][N:14]([C@H:18]3[CH2:22][CH2:21][N:20]([C:23]([O:25][C:26]([CH3:29])([CH3:28])[CH3:27])=[O:24])[CH2:19]3)[C:10]=2[N:11]=[CH:12][N:13]=1.C(Cl)(Cl)Cl. (2) Given the product [CH3:40][O:39][C:37](=[O:38])[CH2:36][O:17][C:14]1[CH:15]=[CH:16][C:11]([C:7]2[CH:6]=[C:5]3[C:10](=[CH:9][CH:8]=2)[N:2]([CH3:1])[C:3]([C:23]2[CH:24]=[CH:25][CH:26]=[CH:27][CH:28]=2)=[C:4]3[CH2:18][CH2:19][CH2:20][CH2:21][CH3:22])=[CH:12][CH:13]=1, predict the reactants needed to synthesize it. The reactants are: [CH3:1][N:2]1[C:10]2[C:5](=[CH:6][C:7]([C:11]3[CH:16]=[CH:15][C:14]([OH:17])=[CH:13][CH:12]=3)=[CH:8][CH:9]=2)[C:4]([CH2:18][CH2:19][CH2:20][CH2:21][CH3:22])=[C:3]1[C:23]1[CH:28]=[CH:27][CH:26]=[CH:25][CH:24]=1.C([O-])([O-])=O.[K+].[K+].Br[CH2:36][C:37]([O:39][CH3:40])=[O:38].